This data is from Full USPTO retrosynthesis dataset with 1.9M reactions from patents (1976-2016). The task is: Predict the reactants needed to synthesize the given product. (1) Given the product [N+:1]([C:4]1[CH:9]=[CH:8][C:7]([Cl:10])=[CH:6][C:5]=1[CH2:11][Br:12])([O-:3])=[O:2], predict the reactants needed to synthesize it. The reactants are: [N+:1]([C:4]1[CH:9]=[CH:8][C:7]([Cl:10])=[CH:6][C:5]=1[CH3:11])([O-:3])=[O:2].[Br:12]N1C(C)(C)C(=O)N(Br)C1=O.N(C1(C#N)CCCCC1)=NC1(C#N)CCCCC1.C(O)(=O)C. (2) Given the product [CH3:1][Si:2]([C:13]([S:12][C:6]1[CH:11]=[CH:10][CH:9]=[CH:8][CH:7]=1)([F:15])[F:14])([CH3:4])[CH3:3], predict the reactants needed to synthesize it. The reactants are: [CH3:1][Si:2](Cl)([CH3:4])[CH3:3].[C:6]1([S:12][C:13](Br)([F:15])[F:14])[CH:11]=[CH:10][CH:9]=[CH:8][CH:7]=1. (3) Given the product [CH:19]1([C:17]([NH:16][C:14]2[N:15]=[C:10]3[CH:9]=[CH:8][C:7]([O:6][C:5]4[CH:22]=[CH:23][C:2]([NH:1][C:40]([C:35]5[C:34](=[O:43])[N:33]([C:27]6[CH:28]=[CH:29][C:30]([F:32])=[CH:31][C:26]=6[F:25])[C:38]([CH3:39])=[CH:37][CH:36]=5)=[O:41])=[CH:3][C:4]=4[F:24])=[CH:12][N:11]3[CH:13]=2)=[O:18])[CH2:21][CH2:20]1, predict the reactants needed to synthesize it. The reactants are: [NH2:1][C:2]1[CH:23]=[CH:22][C:5]([O:6][C:7]2[CH:8]=[CH:9][C:10]3[N:11]([CH:13]=[C:14]([NH:16][C:17]([CH:19]4[CH2:21][CH2:20]4)=[O:18])[N:15]=3)[CH:12]=2)=[C:4]([F:24])[CH:3]=1.[F:25][C:26]1[CH:31]=[C:30]([F:32])[CH:29]=[CH:28][C:27]=1[N:33]1[C:38]([CH3:39])=[CH:37][CH:36]=[C:35]([C:40](O)=[O:41])[C:34]1=[O:43].C(N(CC)C(C)C)(C)C.CN(C(ON1N=NC2C=CC=NC1=2)=[N+](C)C)C.F[P-](F)(F)(F)(F)F. (4) Given the product [CH:1]([O:4][C:5]([N:7]1[CH:20]([C:21](=[O:23])[NH:59][C@H:45]([C:44]([O:43][CH3:42])=[O:60])[CH2:46][C:47]2[CH:52]=[CH:51][C:50]([C:53]3[CH:58]=[CH:57][CH:56]=[CH:55][CH:54]=3)=[CH:49][CH:48]=2)[CH2:19][C:18]2[CH:17]=[C:16]3[C:11]([O:12][C@@H:13]([C:25]4[CH:30]=[CH:29][C:28]([O:31][CH2:32][C:33]5[CH:38]=[CH:37][C:36]([Cl:39])=[C:35]([Cl:40])[CH:34]=5)=[CH:27][CH:26]=4)[C:14](=[O:24])[NH:15]3)=[CH:10][C:9]=2[CH2:8]1)=[O:6])([CH3:3])[CH3:2], predict the reactants needed to synthesize it. The reactants are: [CH:1]([O:4][C:5]([N:7]1[CH:20]([C:21]([OH:23])=O)[CH2:19][C:18]2[CH:17]=[C:16]3[C:11]([O:12][C@@H:13]([C:25]4[CH:30]=[CH:29][C:28]([O:31][CH2:32][C:33]5[CH:38]=[CH:37][C:36]([Cl:39])=[C:35]([Cl:40])[CH:34]=5)=[CH:27][CH:26]=4)[C:14](=[O:24])[NH:15]3)=[CH:10][C:9]=2[CH2:8]1)=[O:6])([CH3:3])[CH3:2].Cl.[CH3:42][O:43][C:44](=[O:60])[C@@H:45]([NH2:59])[CH2:46][C:47]1[CH:52]=[CH:51][C:50]([C:53]2[CH:58]=[CH:57][CH:56]=[CH:55][CH:54]=2)=[CH:49][CH:48]=1. (5) Given the product [C:41]([CH2:40][O:17][C:10]1[CH:11]=[C:12]([C:15]#[N:16])[CH:13]=[CH:14][C:9]=1[CH2:8][NH:7][C:5](=[O:6])[C:4]1[CH:18]=[C:19]([N:21]([S:29]([CH3:32])(=[O:31])=[O:30])[CH2:22][C:23]2[CH:28]=[CH:27][CH:26]=[CH:25][N:24]=2)[CH:20]=[C:2]([Cl:1])[CH:3]=1)(=[O:42])[NH2:43], predict the reactants needed to synthesize it. The reactants are: [Cl:1][C:2]1[CH:3]=[C:4]([CH:18]=[C:19]([N:21]([S:29]([CH3:32])(=[O:31])=[O:30])[CH2:22][C:23]2[CH:28]=[CH:27][CH:26]=[CH:25][N:24]=2)[CH:20]=1)[C:5]([NH:7][CH2:8][C:9]1[CH:14]=[CH:13][C:12]([C:15]#[N:16])=[CH:11][C:10]=1[OH:17])=[O:6].C(=O)([O-])[O-].[Cs+].[Cs+].I[CH2:40][C:41]([NH2:43])=[O:42]. (6) The reactants are: O.[OH-].[Li+].[CH3:4][C@:5]1([C:16]([O:18][CH3:19])=[O:17])[CH2:9][CH2:8][C@@H:7]([C:10]([O:12]C)=[O:11])[C:6]1([CH3:15])[CH3:14]. Given the product [CH3:19][O:18][C:16]([C@@:5]1([CH3:4])[CH2:9][CH2:8][C@@H:7]([C:10]([OH:12])=[O:11])[C:6]1([CH3:15])[CH3:14])=[O:17], predict the reactants needed to synthesize it.